Dataset: Full USPTO retrosynthesis dataset with 1.9M reactions from patents (1976-2016). Task: Predict the reactants needed to synthesize the given product. Given the product [CH2:19]([O:18][C:17]1[CH:16]=[C:15]2[C:10]([C:11]([NH:21][C:22]3[CH:27]=[CH:26][CH:25]=[C:24]([C:28]#[CH:29])[CH:23]=3)=[N:12][CH:13]=[N:14]2)=[CH:9][C:8]=1[NH:7][C:5](=[O:6])/[CH:4]=[CH:3]/[CH2:2][N:46]1[CH2:45][C@H:44]2[O:39][CH2:40][CH2:41][O:42][C@H:43]2[CH2:47]1)[CH3:20], predict the reactants needed to synthesize it. The reactants are: Br[CH2:2]/[CH:3]=[CH:4]/[C:5]([NH:7][C:8]1[CH:9]=[C:10]2[C:15](=[CH:16][C:17]=1[O:18][CH2:19][CH3:20])[N:14]=[CH:13][N:12]=[C:11]2[NH:21][C:22]1[CH:27]=[CH:26][CH:25]=[C:24]([C:28]#[CH:29])[CH:23]=1)=[O:6].CCN(C(C)C)C(C)C.[O:39]1[C@H:44]2[CH2:45][NH:46][CH2:47][C@H:43]2[O:42][CH2:41][CH2:40]1.O.